From a dataset of Catalyst prediction with 721,799 reactions and 888 catalyst types from USPTO. Predict which catalyst facilitates the given reaction. Product: [NH2:6][C@@:5]([C:14]1[S:15][C:16]([C:19]2[CH:24]=[CH:23][C:22]([O:25][CH2:26][CH2:27][CH2:28][CH2:29][CH2:30][C:31]3[CH:32]=[CH:33][C:34]([C:37]([F:38])([F:39])[F:40])=[CH:35][CH:36]=3)=[C:21]([C:41]([F:44])([F:43])[F:42])[CH:20]=2)=[CH:17][N:18]=1)([CH3:45])[CH2:4][OH:3]. The catalyst class is: 47. Reactant: CC1(C)[N:6](C(OC(C)(C)C)=O)[C@@:5]([CH3:45])([C:14]2[S:15][C:16]([C:19]3[CH:24]=[CH:23][C:22]([O:25][CH2:26][CH2:27][CH2:28][CH2:29][CH2:30][C:31]4[CH:36]=[CH:35][C:34]([C:37]([F:40])([F:39])[F:38])=[CH:33][CH:32]=4)=[C:21]([C:41]([F:44])([F:43])[F:42])[CH:20]=3)=[CH:17][N:18]=2)[CH2:4][O:3]1.P([O-])([O-])([O-])=O.